From a dataset of Catalyst prediction with 721,799 reactions and 888 catalyst types from USPTO. Predict which catalyst facilitates the given reaction. Reactant: [CH2:1]([O:3][C:4]([C:6]([CH3:35])([O:8][C:9]1[CH:14]=[CH:13][C:12]([CH2:15][CH2:16][CH2:17][C:18]([NH:20][N:21]([CH2:26][C:27]2[CH:32]=[CH:31][C:30]([CH3:33])=[C:29]([CH3:34])[CH:28]=2)[C:22]([NH:24]C)=[O:23])=O)=[CH:11][CH:10]=1)[CH3:7])=[O:5])[CH3:2].C12(CS(O)(=O)=O)C(C)(C)C(CC1)CC2=O. Product: [CH2:1]([O:3][C:4](=[O:5])[C:6]([O:8][C:9]1[CH:14]=[CH:13][C:12]([CH2:15][CH2:16][CH2:17][C:18]2[NH:24][C:22](=[O:23])[N:21]([CH2:26][C:27]3[CH:32]=[CH:31][C:30]([CH3:33])=[C:29]([CH3:34])[CH:28]=3)[N:20]=2)=[CH:11][CH:10]=1)([CH3:35])[CH3:7])[CH3:2]. The catalyst class is: 13.